This data is from Forward reaction prediction with 1.9M reactions from USPTO patents (1976-2016). The task is: Predict the product of the given reaction. (1) Given the reactants [F:1][C:2]1[CH:3]=[C:4]([NH:20][C:21]([C:23]2[C:24](=[O:36])[N:25]([C:30]3[CH:35]=[CH:34][CH:33]=[CH:32][CH:31]=3)[N:26]([CH3:29])[C:27]=2[CH3:28])=[O:22])[CH:5]=[CH:6][C:7]=1[O:8][C:9]1[C:18]2[C:13](=[CH:14][C:15]([OH:19])=[CH:16][CH:17]=2)[N:12]=[CH:11][CH:10]=1.CS(O[CH2:42][CH2:43][CH2:44][N:45]1[CH2:51][CH:50]([OH:52])[C:47]2([CH2:49][CH2:48]2)[CH2:46]1)(=O)=O.C([O-])([O-])=O.[Cs+].[Cs+], predict the reaction product. The product is: [OH:52][CH:50]1[C:47]2([CH2:49][CH2:48]2)[CH2:46][N:45]([CH2:44][CH2:43][CH2:42][O:19][C:15]2[CH:14]=[C:13]3[C:18]([C:9]([O:8][C:7]4[CH:6]=[CH:5][C:4]([NH:20][C:21]([C:23]5[C:24](=[O:36])[N:25]([C:30]6[CH:31]=[CH:32][CH:33]=[CH:34][CH:35]=6)[N:26]([CH3:29])[C:27]=5[CH3:28])=[O:22])=[CH:3][C:2]=4[F:1])=[CH:10][CH:11]=[N:12]3)=[CH:17][CH:16]=2)[CH2:51]1. (2) Given the reactants [C:1]1([N:7]2[CH2:12][CH2:11][C:10](=O)[CH2:9][CH2:8]2)[CH:6]=[CH:5][CH:4]=[CH:3][CH:2]=1.[C-:14]#[N:15].[Na+].[NH4+:17].[Cl-].N.CO, predict the reaction product. The product is: [NH2:17][C:10]1([C:14]#[N:15])[CH2:11][CH2:12][N:7]([C:1]2[CH:6]=[CH:5][CH:4]=[CH:3][CH:2]=2)[CH2:8][CH2:9]1.